Dataset: Full USPTO retrosynthesis dataset with 1.9M reactions from patents (1976-2016). Task: Predict the reactants needed to synthesize the given product. Given the product [NH2:1][C:2]1[C:11]2[N:10]=[CH:9][C:8]([CH2:12][CH2:13][C:14]3[CH:19]=[CH:18][C:17]([CH:20]([NH:33][CH:31]([CH3:32])[CH2:30][N:29]([CH3:34])[CH3:28])[CH3:21])=[CH:16][CH:15]=3)=[CH:7][C:6]=2[C:5]2[CH:23]=[CH:24][C:25]([CH3:27])=[CH:26][C:4]=2[N:3]=1, predict the reactants needed to synthesize it. The reactants are: [NH2:1][C:2]1[C:11]2[N:10]=[CH:9][C:8]([CH2:12][CH2:13][C:14]3[CH:19]=[CH:18][C:17]([C:20](=O)[CH3:21])=[CH:16][CH:15]=3)=[CH:7][C:6]=2[C:5]2[CH:23]=[CH:24][C:25]([CH3:27])=[CH:26][C:4]=2[N:3]=1.[CH3:28][N:29]([CH3:34])[CH2:30][CH:31]([NH2:33])[CH3:32].C(O)(C(F)(F)F)=O.